From a dataset of Catalyst prediction with 721,799 reactions and 888 catalyst types from USPTO. Predict which catalyst facilitates the given reaction. (1) Reactant: C(=O)([O-])[O-].[K+].[K+].Cl[C:8]1[CH:13]=[C:12]([Cl:14])[N:11]=[CH:10][N:9]=1.[CH3:15][C:16]1[C:21]2[N:22]=[CH:23][NH:24][C:20]=2[CH:19]=[C:18]([OH:25])[CH:17]=1. Product: [Cl:14][C:12]1[N:11]=[CH:10][N:9]=[C:8]([O:25][C:18]2[CH:17]=[C:16]([CH3:15])[C:21]3[N:22]=[CH:23][NH:24][C:20]=3[CH:19]=2)[CH:13]=1. The catalyst class is: 3. (2) Product: [F:20][C:21]1[CH:27]=[CH:26][C:24]([NH:25][C:6]2[CH:7]=[CH:8][CH:9]=[C:4]([N+:1]([O-:3])=[O:2])[CH:5]=2)=[CH:23][C:22]=1[N+:28]([O-:30])=[O:29]. The catalyst class is: 732. Reactant: [N+:1]([C:4]1[CH:5]=[C:6](B(O)O)[CH:7]=[CH:8][CH:9]=1)([O-:3])=[O:2].C(N(CC)CC)C.[F:20][C:21]1[CH:27]=[CH:26][C:24]([NH2:25])=[CH:23][C:22]=1[N+:28]([O-:30])=[O:29]. (3) Product: [CH2:18]([S:17][C:12]([CH3:16])([CH2:13][CH2:14][CH3:15])[CH2:11][CH2:10][OH:9])[C:19]1[CH:24]=[CH:23][CH:22]=[CH:21][CH:20]=1. The catalyst class is: 28. Reactant: [H-].[H-].[H-].[H-].[Li+].[Al+3].C([O:9][C:10](=O)[CH2:11][C:12]([S:17][CH2:18][C:19]1[CH:24]=[CH:23][CH:22]=[CH:21][CH:20]=1)([CH3:16])[CH2:13][CH2:14][CH3:15])C.[NH4+].[Cl-]. (4) Product: [NH2:1][C:2]1[N:7]([C:8]2[C:13]([F:14])=[CH:12][C:11]([CH3:27])=[CH:10][C:9]=2[F:16])[C:6](=[O:17])[CH:5]=[CH:4][C:3]=1[C:18](=[O:26])[C:19]1[CH:24]=[CH:23][C:22]([F:25])=[CH:21][CH:20]=1. Reactant: [NH2:1][C:2]1[N:7]([C:8]2[C:13]([F:14])=[CH:12][C:11](Br)=[CH:10][C:9]=2[F:16])[C:6](=[O:17])[CH:5]=[CH:4][C:3]=1[C:18](=[O:26])[C:19]1[CH:24]=[CH:23][C:22]([F:25])=[CH:21][CH:20]=1.[CH2:27](N(CC)CC)C.CB1OB(C)OB(C)O1.C1(C)C=CC=CC=1P(C1C=CC=CC=1C)C1C=CC=CC=1C. The catalyst class is: 167.